Dataset: Catalyst prediction with 721,799 reactions and 888 catalyst types from USPTO. Task: Predict which catalyst facilitates the given reaction. (1) Reactant: [O:1]=[C:2]([CH2:8][C:9](=[O:11])[CH3:10])[C:3]([O:5][CH2:6][CH3:7])=[O:4].[CH2:12](OC(OCC)OCC)[CH3:13].[NH4+].[Cl-]. Product: [CH2:12]([O:11]/[C:9](/[CH3:10])=[CH:8]/[C:2](=[O:1])[C:3]([O:5][CH2:6][CH3:7])=[O:4])[CH3:13]. The catalyst class is: 8. (2) Reactant: [F:1][C:2]([F:9])([F:8])[C:3]([O:5]CC)=O.[OH2:10].[NH2:11][CH2:12][CH2:13][CH2:14][N:15]([CH3:36])[CH2:16][CH2:17][CH2:18][NH:19][C:20]1[N:21]=[N+:22]([O-:35])[C:23]2[CH:29]=[C:28]([O:30][CH2:31][CH2:32][O:33][CH3:34])[CH:27]=[CH:26][C:24]=2[N:25]=1. Product: [F:9][C:2]([F:1])([F:8])[C:3]([NH:11][CH2:12][CH2:13][CH2:14][N:15]([CH2:16][CH2:17][CH2:18][NH:19][C:20]1[N:21]=[N+:22]([O-:35])[C:23]2[CH:29]=[C:28]([O:30][CH2:31][CH2:32][O:33][CH3:34])[CH:27]=[CH:26][C:24]=2[N+:25]=1[O-:10])[CH3:36])=[O:5]. The catalyst class is: 23. (3) Reactant: [F:1][C:2]1[CH:3]=[CH:4][CH:5]=[C:6]2[C:11]=1[N:10]=[C:9]([CH3:12])[C:8]([OH:13])=[CH:7]2.Cl[C:15]1[C:16]([C:21]#[N:22])=[N:17][CH:18]=[CH:19][CH:20]=1.C(=O)([O-])[O-].[K+].[K+].O. Product: [C:21]([C:16]1[C:15]([O:13][C:8]2[C:9]([CH3:12])=[N:10][C:11]3[C:6]([CH:7]=2)=[CH:5][CH:4]=[CH:3][C:2]=3[F:1])=[CH:20][CH:19]=[CH:18][N:17]=1)#[N:22]. The catalyst class is: 435. (4) Reactant: [CH3:1][C:2]1[CH:11]=[N:10][C:9]2[C:4](=[CH:5][C:6]([CH3:13])=[C:7]([CH3:12])[CH:8]=2)[N:3]=1. Product: [CH3:1][C@H:2]1[CH2:11][NH:10][C:9]2[C:4](=[CH:5][C:6]([CH3:13])=[C:7]([CH3:12])[CH:8]=2)[NH:3]1. The catalyst class is: 11. (5) Reactant: Br[C:2]1[C:3]([NH:14][C:15]2[C:24]3[C:19](=[CH:20][C:21]([F:26])=[CH:22][C:23]=3[F:25])[N:18]=[C:17]([C:27]3[CH:32]=[CH:31][CH:30]=[CH:29][N:28]=3)[C:16]=2[CH3:33])=[CH:4][C:5]([N:8]2[CH2:13][CH2:12][O:11][CH2:10][CH2:9]2)=[N:6][CH:7]=1.[NH2:34][C:35]1[N:40]=[CH:39][C:38](B(O)O)=[CH:37][N:36]=1.C1(P(C2CCCCC2)C2CCCCC2)CCCCC1.[O-]P([O-])([O-])=O.[K+].[K+].[K+]. Product: [NH2:34][C:35]1[N:40]=[CH:39][C:38]([C:2]2[C:3]([NH:14][C:15]3[C:24]4[C:19](=[CH:20][C:21]([F:26])=[CH:22][C:23]=4[F:25])[N:18]=[C:17]([C:27]4[CH:32]=[CH:31][CH:30]=[CH:29][N:28]=4)[C:16]=3[CH3:33])=[CH:4][C:5]([N:8]3[CH2:13][CH2:12][O:11][CH2:10][CH2:9]3)=[N:6][CH:7]=2)=[CH:37][N:36]=1. The catalyst class is: 552.